From a dataset of Peptide-MHC class I binding affinity with 185,985 pairs from IEDB/IMGT. Regression. Given a peptide amino acid sequence and an MHC pseudo amino acid sequence, predict their binding affinity value. This is MHC class I binding data. (1) The peptide sequence is IRSAEVVSR. The MHC is HLA-A02:19 with pseudo-sequence HLA-A02:19. The binding affinity (normalized) is 0.0847. (2) The peptide sequence is GPASLPTAL. The MHC is HLA-A02:01 with pseudo-sequence HLA-A02:01. The binding affinity (normalized) is 0.0847. (3) The peptide sequence is SAAFEDLRV. The MHC is HLA-A02:03 with pseudo-sequence HLA-A02:03. The binding affinity (normalized) is 0.0252. (4) The peptide sequence is EVDPIGHLY. The MHC is HLA-B40:01 with pseudo-sequence HLA-B40:01. The binding affinity (normalized) is 0.0847. (5) The peptide sequence is VNNAVVMPA. The MHC is HLA-A02:03 with pseudo-sequence HLA-A02:03. The binding affinity (normalized) is 0.393.